This data is from Forward reaction prediction with 1.9M reactions from USPTO patents (1976-2016). The task is: Predict the product of the given reaction. (1) The product is: [CH2:43]([O:42][C:40](=[O:41])[N:30]([CH2:29][C@H:23]([NH:22][C:21](=[O:50])[CH2:20][C:19](=[O:51])[NH:18][C:10]1[CH:11]=[C:12]([C:14]([F:15])([F:16])[F:17])[CH:13]=[C:8]([NH2:7])[CH:9]=1)[C@@H:24]([OH:28])[CH2:25][CH2:26][CH3:27])[CH2:31][C:32]1[CH:37]=[CH:36][C:35]([CH3:38])=[CH:34][C:33]=1[CH3:39])[C:44]1[CH:49]=[CH:48][CH:47]=[CH:46][CH:45]=1. Given the reactants C(OC(=O)[NH:7][C:8]1[CH:13]=[C:12]([C:14]([F:17])([F:16])[F:15])[CH:11]=[C:10]([NH:18][C:19](=[O:51])[CH2:20][C:21](=[O:50])[NH:22][C@@H:23]([CH2:29][N:30]([C:40]([O:42][CH2:43][C:44]2[CH:49]=[CH:48][CH:47]=[CH:46][CH:45]=2)=[O:41])[CH2:31][C:32]2[CH:37]=[CH:36][C:35]([CH3:38])=[CH:34][C:33]=2[CH3:39])[C@@H:24]([OH:28])[CH2:25][CH2:26][CH3:27])[CH:9]=1)(C)(C)C.C(O)(C(F)(F)F)=O, predict the reaction product. (2) Given the reactants [CH3:1][O:2][C:3]([C@:5]1([CH2:20][C:21]2[CH:26]=[CH:25][C:24]([C:27]#[N:28])=[CH:23][CH:22]=2)[CH2:9][C@H:8]([NH:10][C:11](=[O:13])[CH3:12])[CH2:7][N:6]1C(OCC=C)=O)=[O:4].N12CCN(CC1)CC2.CCOC(C)=O, predict the reaction product. The product is: [CH3:1][O:2][C:3]([C@:5]1([CH2:20][C:21]2[CH:26]=[CH:25][C:24]([C:27]#[N:28])=[CH:23][CH:22]=2)[CH2:9][C@H:8]([NH:10][C:11](=[O:13])[CH3:12])[CH2:7][NH:6]1)=[O:4]. (3) Given the reactants O1CCCCC1[N:7]1[N:11]=[N:10][C:9]([C:12]2[CH:17]=[CH:16][CH:15]=[CH:14][C:13]=2[C:18]2[CH:23]=[CH:22][C:21]([CH2:24][O:25]C3CCCCO3)=[CH:20][CH:19]=2)=[N:8]1.C(O)C.S(=O)(=O)(O)O.[OH-].[Na+], predict the reaction product. The product is: [NH:10]1[C:9]([C:12]2[CH:17]=[CH:16][CH:15]=[CH:14][C:13]=2[C:18]2[CH:23]=[CH:22][C:21]([CH2:24][OH:25])=[CH:20][CH:19]=2)=[N:8][N:7]=[N:11]1. (4) Given the reactants [CH3:1][O:2][CH2:3][CH2:4][N:5]([CH3:16])[CH2:6][CH2:7][N:8]1[CH:12]=[C:11]([C:13]([OH:15])=[O:14])C=N1.[C:17]1(O)[CH:22]=[CH:21][CH:20]=[CH:19][CH:18]=1.Br[P+](N1CCCC1)(N1CCCC1)[N:26]1CCC[CH2:27]1.F[P-](F)(F)(F)(F)F.C(N(CC)CC)C.[Cl-].[NH4+], predict the reaction product. The product is: [C:17]1([O:15][C:13]([C:11]2[N:26]([CH3:27])[C:7]([CH2:6][N:5]([CH2:4][CH2:3][O:2][CH3:1])[CH3:16])=[N:8][CH:12]=2)=[O:14])[CH:22]=[CH:21][CH:20]=[CH:19][CH:18]=1.